From a dataset of Catalyst prediction with 721,799 reactions and 888 catalyst types from USPTO. Predict which catalyst facilitates the given reaction. (1) Reactant: [C:1]([O:5][C@@H:6]([C:12]1[C:13]([CH3:56])=[N:14][C:15]2[N:16]([N:50]=[C:51]([C:53](O)=[O:54])[CH:52]=2)[C:17]=1[N:18]1[CH2:23][CH2:22][C:21]([O:25][CH2:26][CH2:27][CH2:28][CH2:29][C@H:30]([O:32][Si:33]([C:46]([CH3:49])([CH3:48])[CH3:47])([C:40]2[CH:45]=[CH:44][CH:43]=[CH:42][CH:41]=2)[C:34]2[CH:39]=[CH:38][CH:37]=[CH:36][CH:35]=2)[CH3:31])([CH3:24])[CH2:20][CH2:19]1)[C:7]([O:9][CH2:10][CH3:11])=[O:8])([CH3:4])([CH3:3])[CH3:2].CCN(CC)CC.ClC(OC(C)C)=O.C1(C)C=CC=CC=1.[BH4-].[Na+]. Product: [C:1]([O:5][C@@H:6]([C:12]1[C:13]([CH3:56])=[N:14][C:15]2[N:16]([N:50]=[C:51]([CH2:53][OH:54])[CH:52]=2)[C:17]=1[N:18]1[CH2:23][CH2:22][C:21]([O:25][CH2:26][CH2:27][CH2:28][CH2:29][C@H:30]([O:32][Si:33]([C:46]([CH3:49])([CH3:48])[CH3:47])([C:40]2[CH:41]=[CH:42][CH:43]=[CH:44][CH:45]=2)[C:34]2[CH:35]=[CH:36][CH:37]=[CH:38][CH:39]=2)[CH3:31])([CH3:24])[CH2:20][CH2:19]1)[C:7]([O:9][CH2:10][CH3:11])=[O:8])([CH3:2])([CH3:3])[CH3:4]. The catalyst class is: 20. (2) Reactant: [CH3:1][O:2][C:3]1[CH:12]=[C:11]2[C:6]([CH2:7][CH2:8][CH2:9][C:10]2=[O:13])=[CH:5][CH:4]=1.C(NC(C)C)(C)C.[Li].C1(C)C=CC(S([Cl:31])(=O)=O)=CC=1. Product: [Cl:31][CH:9]1[CH2:8][CH2:7][C:6]2[C:11](=[CH:12][C:3]([O:2][CH3:1])=[CH:4][CH:5]=2)[C:10]1=[O:13]. The catalyst class is: 1. (3) Reactant: N(C(OCC)=O)=NC(OCC)=O.[CH2:13]([OH:16])[C:14]#[CH:15].C1(P(C2C=CC=CC=2)C2C=CC=CC=2)C=CC=CC=1.O[N:37]1[C:41](=[O:42])[C:40]2=[CH:43][CH:44]=[CH:45][CH:46]=[C:39]2[C:38]1=[O:47]. Product: [CH2:13]([O:16][N:37]1[C:41](=[O:42])[C:40]2[C:39](=[CH:46][CH:45]=[CH:44][CH:43]=2)[C:38]1=[O:47])[C:14]#[CH:15]. The catalyst class is: 1. (4) Reactant: [C:1]([O:4][C:5]1[CH:6]=[C:7]([CH:15]=[CH:16][CH:17]=1)[C:8]([NH:10][CH2:11][C:12]([OH:14])=O)=[O:9])(=[O:3])[CH3:2].C(N(CC)CC)C.ClC(OCC(C)C)=O.[CH2:33]([O:40][C:41]1[CH:46]=[CH:45][C:44]([N:47]2[CH2:52][CH2:51][NH:50][CH2:49][CH2:48]2)=[CH:43][CH:42]=1)[C:34]1[CH:39]=[CH:38][CH:37]=[CH:36][CH:35]=1. Product: [CH2:33]([O:40][C:41]1[CH:46]=[CH:45][C:44]([N:47]2[CH2:52][CH2:51][N:50]([C:12](=[O:14])[CH2:11][NH:10][C:8]([C:7]3[CH:6]=[C:5]([O:4][C:1](=[O:3])[CH3:2])[CH:17]=[CH:16][CH:15]=3)=[O:9])[CH2:49][CH2:48]2)=[CH:43][CH:42]=1)[C:34]1[CH:39]=[CH:38][CH:37]=[CH:36][CH:35]=1. The catalyst class is: 266. (5) Reactant: [CH:1]1([C:4](=O)[CH:5]([CH3:13])[C:6](=O)[C:7]([O:9][CH2:10][CH3:11])=[O:8])[CH2:3][CH2:2]1.[C:15]([O:19][C:20]([CH3:23])([CH3:22])[CH3:21])(=[O:18])[NH:16][NH2:17]. Product: [CH:1]1([C:4]2[N:16]([C:15]([O:19][C:20]([CH3:23])([CH3:22])[CH3:21])=[O:18])[N:17]=[C:6]([C:7]([O:9][CH2:10][CH3:11])=[O:8])[C:5]=2[CH3:13])[CH2:3][CH2:2]1.[CH:1]1([C:4]2[C:5]([CH3:13])=[C:6]([C:7]([O:9][CH2:10][CH3:11])=[O:8])[N:16]([C:15]([O:19][C:20]([CH3:23])([CH3:22])[CH3:21])=[O:18])[N:17]=2)[CH2:3][CH2:2]1. The catalyst class is: 8. (6) Reactant: [Cl:1][C:2]1[CH:7]=[C:6]([C:8]([F:11])([F:10])[F:9])[CH:5]=[C:4]([Cl:12])[C:3]=1[NH:13][NH:14][CH:15]([CH2:18][C:19]#[N:20])[C:16]#[N:17]. Product: [NH2:20][C:19]1[N:13]([C:3]2[C:2]([Cl:1])=[CH:7][C:6]([C:8]([F:10])([F:11])[F:9])=[CH:5][C:4]=2[Cl:12])[N:14]=[C:15]([C:16]#[N:17])[CH:18]=1. The catalyst class is: 159.